From a dataset of Forward reaction prediction with 1.9M reactions from USPTO patents (1976-2016). Predict the product of the given reaction. (1) The product is: [Cl:16][C:17]1[CH:18]=[CH:19][C:20]([C:23]2[CH:24]=[CH:25][C:26]([C:29]#[C:30][C:31]3[CH:32]=[CH:33][C:34](/[CH:37]=[CH:38]/[CH2:39][NH:6][CH:1]4[CH2:5][CH2:4][CH2:3][CH2:2]4)=[CH:35][CH:36]=3)=[N:27][CH:28]=2)=[CH:21][CH:22]=1. Given the reactants [CH:1]1([NH2:6])[CH2:5][CH2:4][CH2:3][CH2:2]1.C(N(C(C)C)C(C)C)C.[Cl:16][C:17]1[CH:22]=[CH:21][C:20]([C:23]2[CH:24]=[CH:25][C:26]([C:29]#[C:30][C:31]3[CH:36]=[CH:35][C:34](/[CH:37]=[CH:38]/[CH2:39]Cl)=[CH:33][CH:32]=3)=[N:27][CH:28]=2)=[CH:19][CH:18]=1, predict the reaction product. (2) Given the reactants Br[C:2]1[N:7]=[C:6]([CH:8]=[O:9])[CH:5]=[CH:4][CH:3]=1.[CH2:10]([O:13]/[N:14]=[C:15](/[C:17]1[CH:22]=[CH:21][CH:20]=[C:19]([CH3:23])[N:18]=1)\[CH3:16])[C:11]#[CH:12].C(NC(C)C)(C)C, predict the reaction product. The product is: [CH3:23][C:19]1[N:18]=[C:17](/[C:15](=[N:14]/[O:13][CH2:10][C:11]#[C:12][C:2]2[N:7]=[C:6]([CH:8]=[O:9])[CH:5]=[CH:4][CH:3]=2)/[CH3:16])[CH:22]=[CH:21][CH:20]=1. (3) Given the reactants [CH3:1][C:2]1[CH:3]=[CH:4][C:5]([N+:22]([O-])=O)=[C:6]([S:8]([NH:11][C:12]2[CH:13]=[CH:14][CH:15]=[C:16]3[C:21]=2[N:20]=[CH:19][CH:18]=[CH:17]3)(=[O:10])=[O:9])[CH:7]=1.Cl[Sn]Cl, predict the reaction product. The product is: [NH2:22][C:5]1[CH:4]=[CH:3][C:2]([CH3:1])=[CH:7][C:6]=1[S:8]([NH:11][C:12]1[CH:13]=[CH:14][CH:15]=[C:16]2[C:21]=1[N:20]=[CH:19][CH:18]=[CH:17]2)(=[O:10])=[O:9].